Dataset: Reaction yield outcomes from USPTO patents with 853,638 reactions. Task: Predict the reaction yield, written as a fraction of the theoretical maximum amount of product (1.0 means a 100% yield; for example, 0.34 means a 34% yield). (1) The reactants are Br[C:2]1[C:7](=[O:8])[N:6]([CH2:9][C:10]2[CH:15]=[CH:14][C:13]([C:16]3[C:17]([C:22]#[N:23])=[CH:18][CH:19]=[CH:20][CH:21]=3)=[CH:12][CH:11]=2)[C:5]([CH2:24][CH2:25][CH3:26])=[N:4][C:3]=1[CH2:27][CH3:28].[F:29][C:30]1[CH:35]=[CH:34][C:33](B(O)O)=[CH:32][CH:31]=1.C(=O)([O-])[O-].[Cs+].[Cs+]. The catalyst is O1CCOCC1.C(OCC)(=O)C.C1C=CC(P(C2C=CC=CC=2)[C-]2C=CC=C2)=CC=1.C1C=CC(P(C2C=CC=CC=2)[C-]2C=CC=C2)=CC=1.Cl[Pd]Cl.[Fe+2]. The product is [CH2:27]([C:3]1[N:4]=[C:5]([CH2:24][CH2:25][CH3:26])[N:6]([CH2:9][C:10]2[CH:15]=[CH:14][C:13]([C:16]3[C:17]([C:22]#[N:23])=[CH:18][CH:19]=[CH:20][CH:21]=3)=[CH:12][CH:11]=2)[C:7](=[O:8])[C:2]=1[C:33]1[CH:34]=[CH:35][C:30]([F:29])=[CH:31][CH:32]=1)[CH3:28]. The yield is 0.910. (2) The reactants are [CH:1]1[N:5]=[CH:4][N:3]([CH2:6][C:7]([P:13]([OH:16])([OH:15])=[O:14])([P:9]([OH:12])([OH:11])=[O:10])[OH:8])[CH:2]=1.[OH-].[Na+:18].O. The catalyst is CO. The product is [CH:1]1[N:5]=[CH:4][N:3]([CH2:6][C:7]([P:9]([O-:12])([O-:11])=[O:10])([P:13]([O-:15])([OH:16])=[O:14])[OH:8])[CH:2]=1.[Na+:18].[Na+:18].[Na+:18]. The yield is 0.840. (3) The reactants are [CH3:1][C@@H:2]([CH2:12][CH2:13][CH2:14][C:15]1[CH:20]=[CH:19][CH:18]=[CH:17][CH:16]=1)[C:3](=[O:11])[CH2:4]P(=O)(OC)OC.[F:21][C:22]1([F:42])[CH2:26][C@H:25]([CH:27]=O)[N:24]([CH2:29][CH2:30][CH2:31][C:32]2[S:36][C:35]([C:37]([O:39][CH3:40])=[O:38])=[CH:34][CH:33]=2)[C:23]1=[O:41].[Cl-].[Li+].C(N(CC)CC)C.[Cl-].[NH4+]. The catalyst is C1COCC1. The product is [F:42][C:22]1([F:21])[CH2:26][C@H:25](/[CH:27]=[CH:4]/[C:3](=[O:11])[C@@H:2]([CH3:1])[CH2:12][CH2:13][CH2:14][C:15]2[CH:16]=[CH:17][CH:18]=[CH:19][CH:20]=2)[N:24]([CH2:29][CH2:30][CH2:31][C:32]2[S:36][C:35]([C:37]([O:39][CH3:40])=[O:38])=[CH:34][CH:33]=2)[C:23]1=[O:41]. The yield is 0.630. (4) The reactants are C(O[BH-](OC(=O)C)OC(=O)C)(=O)C.[Na+].[F:15][C:16]([F:31])([F:30])[C:17]1[O:21][N:20]=[C:19]([C:22]2[CH:23]=[C:24]([CH:27]=[CH:28][CH:29]=2)[CH:25]=O)[N:18]=1.[C:32]1([C:38]2[N:39]=[C:40]([C:43]3([CH2:49][NH2:50])[CH2:48][CH2:47][O:46][CH2:45][CH2:44]3)[S:41][CH:42]=2)[CH:37]=[CH:36][CH:35]=[CH:34][CH:33]=1. The catalyst is ClC(Cl)C. The product is [C:32]1([C:38]2[N:39]=[C:40]([C:43]3([CH2:49][NH:50][CH2:25][C:24]4[CH:27]=[CH:28][CH:29]=[C:22]([C:19]5[N:18]=[C:17]([C:16]([F:31])([F:30])[F:15])[O:21][N:20]=5)[CH:23]=4)[CH2:44][CH2:45][O:46][CH2:47][CH2:48]3)[S:41][CH:42]=2)[CH:33]=[CH:34][CH:35]=[CH:36][CH:37]=1. The yield is 0.220. (5) The reactants are [H-].[Na+].[CH:3]1([OH:7])[CH2:6][CH2:5][CH2:4]1.[Cl:8][C:9]1[N:10]=[C:11](Cl)[C:12]2[C:17]([I:18])=[CH:16][N:15]([CH2:19][O:20][CH2:21][CH2:22][Si:23]([CH3:26])([CH3:25])[CH3:24])[C:13]=2[N:14]=1. The catalyst is C1COCC1. The product is [Cl:8][C:9]1[N:10]=[C:11]([O:7][CH:3]2[CH2:6][CH2:5][CH2:4]2)[C:12]2[C:17]([I:18])=[CH:16][N:15]([CH2:19][O:20][CH2:21][CH2:22][Si:23]([CH3:26])([CH3:25])[CH3:24])[C:13]=2[N:14]=1. The yield is 0.950. (6) The reactants are [CH3:1][O:2][CH2:3][C:4]1[CH:5]=[C:6]([CH:14]2OCCC[O:15]2)[C:7]2[C:12]([CH:13]=1)=[CH:11][CH:10]=[CH:9][CH:8]=2. The catalyst is C(O)(=O)C.O. The product is [CH3:1][O:2][CH2:3][C:4]1[CH:5]=[C:6]([CH:14]=[O:15])[C:7]2[C:12]([CH:13]=1)=[CH:11][CH:10]=[CH:9][CH:8]=2. The yield is 0.890.